This data is from Reaction yield outcomes from USPTO patents with 853,638 reactions. The task is: Predict the reaction yield, written as a fraction of the theoretical maximum amount of product (1.0 means a 100% yield; for example, 0.34 means a 34% yield). (1) The reactants are Br[C:2]1[CH:3]=[CH:4][C:5]2[O:11][CH2:10][CH2:9][N:8]3[C:12]([CH2:18][O:19][C:20]4[CH:25]=[CH:24][CH:23]=[CH:22][C:21]=4[F:26])=[C:13]([C:15]([NH2:17])=[O:16])[N:14]=[C:7]3[C:6]=2[CH:27]=1.N1C(C(N)=O)=CN2C=1C1C=CC=CC=1OCC2.FC1C=CC=CC=1O.[CH3:53][C:54]([OH:58])([C:56]#[CH:57])[CH3:55]. No catalyst specified. The product is [F:26][C:21]1[CH:22]=[CH:23][CH:24]=[CH:25][C:20]=1[O:19][CH2:18][C:12]1[N:8]2[CH2:9][CH2:10][O:11][C:5]3[CH:4]=[CH:3][C:2]([C:57]#[C:56][C:54]([OH:58])([CH3:55])[CH3:53])=[CH:27][C:6]=3[C:7]2=[N:14][C:13]=1[C:15]([NH2:17])=[O:16]. The yield is 0.0600. (2) The catalyst is CN(C=O)C.CCOC(C)=O. The reactants are [CH2:1]([O:3][C:4]([C:6]1[C:11]([Cl:12])=[CH:10][C:9](=[O:13])[N:8]([CH3:14])[CH:7]=1)=[O:5])[CH3:2].C1C(=O)N([Cl:22])C(=O)C1. The yield is 0.950. The product is [CH2:1]([O:3][C:4]([C:6]1[C:11]([Cl:12])=[C:10]([Cl:22])[C:9](=[O:13])[N:8]([CH3:14])[CH:7]=1)=[O:5])[CH3:2]. (3) The reactants are C([O:5][C:6]([C@@H:8]1[O:12][C:11](=[O:13])[N:10]([C:14]2[CH:19]=[C:18]([F:20])[C:17]([N:21]3[CH:26]=[CH:25][C:24](=[O:27])[CH2:23][CH2:22]3)=[C:16]([F:28])[CH:15]=2)[CH2:9]1)=O)CCC.[CH3:29][NH2:30]. The catalyst is CO. The product is [CH3:29][NH:30][C:6]([C@@H:8]1[O:12][C:11](=[O:13])[N:10]([C:14]2[CH:15]=[C:16]([F:28])[C:17]([N:21]3[CH:26]=[CH:25][C:24](=[O:27])[CH2:23][CH2:22]3)=[C:18]([F:20])[CH:19]=2)[CH2:9]1)=[O:5]. The yield is 0.760. (4) The reactants are [CH3:1][C:2]1([CH3:13])[CH2:6][C:5]2[CH:7]=[CH:8][CH:9]=[C:10]([CH:11]=O)[C:4]=2[O:3]1.[CH3:14][NH2:15].[BH4-].[Na+].O. The catalyst is CO. The product is [CH3:1][C:2]1([CH3:13])[CH2:6][C:5]2[CH:7]=[CH:8][CH:9]=[C:10]([CH2:11][NH:15][CH3:14])[C:4]=2[O:3]1. The yield is 0.990. (5) The reactants are C([O:4][C:5]1[CH:10]=[CH:9][C:8]([C:11]([N:13]([CH2:15][C@H:16]([C:36]2[CH:41]=[CH:40][C:39]([Cl:42])=[C:38]([Cl:43])[CH:37]=2)[CH2:17][CH2:18][N:19]2[CH2:24][CH2:23][C:22]([C:31]([N:33]([CH3:35])[CH3:34])=[O:32])([N:25]3[CH2:30][CH2:29][CH2:28][CH2:27][CH2:26]3)[CH2:21][CH2:20]2)[CH3:14])=[O:12])=[CH:7][CH:6]=1)(=O)C.[OH-].[K+]. The catalyst is CO. The product is [Cl:43][C:38]1[CH:37]=[C:36]([C@@H:16]([CH2:15][N:13]([C:11](=[O:12])[C:8]2[CH:7]=[CH:6][C:5]([OH:4])=[CH:10][CH:9]=2)[CH3:14])[CH2:17][CH2:18][N:19]2[CH2:24][CH2:23][C:22]([C:31]([N:33]([CH3:35])[CH3:34])=[O:32])([N:25]3[CH2:30][CH2:29][CH2:28][CH2:27][CH2:26]3)[CH2:21][CH2:20]2)[CH:41]=[CH:40][C:39]=1[Cl:42]. The yield is 0.640. (6) The reactants are [Cl:1][C:2]1[N:3]=[C:4]2[CH:12]=[C:11]([C:13]([F:16])([F:15])[F:14])[CH:10]=[N:9][C:5]2=[N:6][C:7]=1Cl.[CH3:17][N:18]1[CH2:23][CH2:22][NH:21][CH2:20][CH2:19]1.[NH4+].[Cl-]. The catalyst is C(Cl)Cl. The product is [Cl:1][C:2]1[N:3]=[C:4]2[CH:12]=[C:11]([C:13]([F:16])([F:15])[F:14])[CH:10]=[N:9][C:5]2=[N:6][C:7]=1[N:21]1[CH2:22][CH2:23][N:18]([CH3:17])[CH2:19][CH2:20]1. The yield is 0.850. (7) The reactants are [F:1][C:2]1[CH:7]=[CH:6][CH:5]=[C:4]([F:8])[N:3]=1.C([Li])CCC.[C:14](=[O:16])=[O:15].O. The catalyst is O1CCCC1. The product is [F:8][C:4]1[N:3]=[C:2]([F:1])[CH:7]=[CH:6][C:5]=1[C:14]([OH:16])=[O:15]. The yield is 0.570.